This data is from Reaction yield outcomes from USPTO patents with 853,638 reactions. The task is: Predict the reaction yield, written as a fraction of the theoretical maximum amount of product (1.0 means a 100% yield; for example, 0.34 means a 34% yield). (1) The reactants are [C:1]([O:5][C:6](=[O:26])[NH:7][C:8]1[CH:13]=[C:12]([O:14][C:15]2[CH:20]=[CH:19][C:18]([N+:21]([O-])=O)=[CH:17][N:16]=2)[C:11]([F:24])=[CH:10][C:9]=1[F:25])([CH3:4])([CH3:3])[CH3:2].O1CCCC1. The catalyst is CO.[C].[Pd]. The product is [C:1]([O:5][C:6](=[O:26])[NH:7][C:8]1[CH:13]=[C:12]([O:14][C:15]2[CH:20]=[CH:19][C:18]([NH2:21])=[CH:17][N:16]=2)[C:11]([F:24])=[CH:10][C:9]=1[F:25])([CH3:4])([CH3:2])[CH3:3]. The yield is 0.940. (2) The reactants are [I-:1].[NH:2]1[CH:6]=[CH:5][CH:4]=[C:3]1[CH2:7][N+](C)(C)C.[C:12]1([P:18]([C:25]2C=CC=CC=2)[C:19]2C=CC=CC=2)C=CC=CC=1. The catalyst is C(#N)C. The product is [I-:1].[NH:2]1[CH:6]=[CH:5][CH:4]=[C:3]1[CH2:7][P+:18]([CH3:25])([CH3:19])[CH3:12]. The yield is 0.920. (3) The reactants are [CH3:1][N:2]1[CH2:7][CH2:6][N:5]([C:8]2[CH:13]=[CH:12][C:11]([CH2:14][OH:15])=[C:10]([NH:16][CH:17]3[CH2:22][CH2:21][O:20][CH2:19][CH2:18]3)[CH:9]=2)[CH2:4][CH2:3]1. The catalyst is C(OCC)(=O)C.ClCCl.[O-2].[O-2].[Mn+4]. The product is [CH3:1][N:2]1[CH2:3][CH2:4][N:5]([C:8]2[CH:13]=[CH:12][C:11]([CH:14]=[O:15])=[C:10]([NH:16][CH:17]3[CH2:22][CH2:21][O:20][CH2:19][CH2:18]3)[CH:9]=2)[CH2:6][CH2:7]1. The yield is 0.503. (4) The catalyst is C1C=CC(/C=C/C(/C=C/C2C=CC=CC=2)=O)=CC=1.C1C=CC(/C=C/C(/C=C/C2C=CC=CC=2)=O)=CC=1.C1C=CC(/C=C/C(/C=C/C2C=CC=CC=2)=O)=CC=1.[Pd].[Pd]. The reactants are Br[C:2]1[CH:7]=[CH:6][C:5]([S:8]([NH:11][CH2:12][CH:13]2[CH2:15][CH2:14]2)(=[O:10])=[O:9])=[CH:4][C:3]=1[F:16].[C:17]([C:19]1[N:23]([CH3:24])[C:22](B(O)O)=[CH:21][CH:20]=1)#[N:18].[F-].[K+].C(P(C(C)(C)C)C(C)(C)C)(C)(C)C. The yield is 0.130. The product is [C:17]([C:19]1[N:23]([CH3:24])[C:22]([C:2]2[CH:7]=[CH:6][C:5]([S:8]([NH:11][CH2:12][CH:13]3[CH2:15][CH2:14]3)(=[O:10])=[O:9])=[CH:4][C:3]=2[F:16])=[CH:21][CH:20]=1)#[N:18]. (5) The reactants are F[B-](F)(F)F.[CH3:6][O+](C)C.[OH:10][C:11]1[CH:20]=[CH:19][C:18]2[CH:17]([C:21]([O:23][CH2:24][CH3:25])=[O:22])[N:16]([C:26]([O:28][C:29]([CH3:32])([CH3:31])[CH3:30])=[O:27])[CH2:15][CH2:14][C:13]=2[N:12]=1.C(=O)([O-])O.[Na+]. The catalyst is C(#N)C. The product is [CH3:6][O:10][C:11]1[CH:20]=[CH:19][C:18]2[CH:17]([C:21]([O:23][CH2:24][CH3:25])=[O:22])[N:16]([C:26]([O:28][C:29]([CH3:31])([CH3:30])[CH3:32])=[O:27])[CH2:15][CH2:14][C:13]=2[N:12]=1. The yield is 0.280. (6) The reactants are [Li+].[OH-].[F:3][C:4]1[CH:9]=[CH:8][C:7]([C:10]2[O:36][C:13]3=[N:14][C:15]([CH2:30][CH2:31][C:32]([F:35])([F:34])[F:33])=[C:16]([C:18]4[CH:19]=[N:20][C:21]([O:28][CH3:29])=[C:22]([CH:27]=4)[C:23]([O:25]C)=[O:24])[CH:17]=[C:12]3[C:11]=2[C:37](=[O:40])[NH:38][CH3:39])=[CH:6][CH:5]=1.CO.C1COCC1. The catalyst is O. The product is [F:3][C:4]1[CH:9]=[CH:8][C:7]([C:10]2[O:36][C:13]3=[N:14][C:15]([CH2:30][CH2:31][C:32]([F:33])([F:34])[F:35])=[C:16]([C:18]4[CH:19]=[N:20][C:21]([O:28][CH3:29])=[C:22]([CH:27]=4)[C:23]([OH:25])=[O:24])[CH:17]=[C:12]3[C:11]=2[C:37](=[O:40])[NH:38][CH3:39])=[CH:6][CH:5]=1. The yield is 0.910. (7) The reactants are Br[C:2]1[CH:7]=[CH:6][CH:5]=[C:4]([CH2:8][F:9])[N:3]=1.[CH2:10]([N:14]1[CH:22]=[C:21]2[C:16]([CH:17]=[CH:18][CH:19]=[CH:20]2)=[N:15]1)[CH2:11][C:12]#[CH:13]. No catalyst specified. The product is [F:9][CH2:8][C:4]1[N:3]=[C:2]([C:13]#[C:12][CH2:11][CH2:10][N:14]2[CH:22]=[C:21]3[C:16]([CH:17]=[CH:18][CH:19]=[CH:20]3)=[N:15]2)[CH:7]=[CH:6][CH:5]=1. The yield is 0.170.